This data is from Full USPTO retrosynthesis dataset with 1.9M reactions from patents (1976-2016). The task is: Predict the reactants needed to synthesize the given product. The reactants are: [O:1]1[CH:5]=[CH:4][CH:3]=[C:2]1[P:6]([O:11][CH2:12][CH3:13])(=[O:10])[O:7][CH2:8][CH3:9].[Li+].CC([N-]C(C)C)C.[CH:22](OC)=[O:23]. Given the product [CH2:12]([O:11][P:6]([C:2]1[O:1][C:5]([CH:22]=[O:23])=[CH:4][CH:3]=1)([O:7][CH2:8][CH3:9])=[O:10])[CH3:13], predict the reactants needed to synthesize it.